This data is from Full USPTO retrosynthesis dataset with 1.9M reactions from patents (1976-2016). The task is: Predict the reactants needed to synthesize the given product. (1) Given the product [Cl:1][C:2]1[C:6]([Cl:7])=[C:5]([CH3:8])[NH:4][C:3]=1[C:9]([NH:11][C@@H:12]1[CH2:17][CH2:16][N:15]([C:18]([O:20][CH2:21][C:22]2[CH:27]=[CH:26][CH:25]=[CH:24][CH:23]=2)=[O:19])[CH2:14][C@@H:13]1[N:28]1[CH:32]=[C:31]([CH2:33][F:41])[N:30]=[N:29]1)=[O:10], predict the reactants needed to synthesize it. The reactants are: [Cl:1][C:2]1[C:6]([Cl:7])=[C:5]([CH3:8])[NH:4][C:3]=1[C:9]([NH:11][C@@H:12]1[CH2:17][CH2:16][N:15]([C:18]([O:20][CH2:21][C:22]2[CH:27]=[CH:26][CH:25]=[CH:24][CH:23]=2)=[O:19])[CH2:14][C@@H:13]1[N:28]1[CH:32]=[C:31]([CH2:33]O)[N:30]=[N:29]1)=[O:10].CCN(S(F)(F)[F:41])CC. (2) Given the product [CH2:1]([O:8][C:9]([N:11]([CH2:32][C:33]([N:35]1[CH2:39][C@@H:38]([F:40])[CH2:37][C@H:36]1[C:41]#[N:42])=[O:34])[C:12]12[CH2:17][CH2:16][C:15]([C:20]([NH:49][CH:43]3[CH2:48][CH2:47][CH2:46][CH2:45][CH2:44]3)=[O:22])([CH2:18][CH2:19]1)[CH2:14][CH2:13]2)=[O:10])[C:2]1[CH:7]=[CH:6][CH:5]=[CH:4][CH:3]=1, predict the reactants needed to synthesize it. The reactants are: [CH2:1]([O:8][C:9]([N:11]([CH2:32][C:33]([N:35]1[CH2:39][C@@H:38]([F:40])[CH2:37][C@H:36]1[C:41]#[N:42])=[O:34])[C:12]12[CH2:19][CH2:18][C:15]([C:20]([O:22]N3C4C=CC=CC=4N=N3)=O)([CH2:16][CH2:17]1)[CH2:14][CH2:13]2)=[O:10])[C:2]1[CH:7]=[CH:6][CH:5]=[CH:4][CH:3]=1.[CH:43]1([NH2:49])[CH2:48][CH2:47][CH2:46][CH2:45][CH2:44]1. (3) Given the product [CH3:9][C:5]1[C:6]([N:10]2[CH2:15][CH2:14][CH2:13][CH:12]([C:16]([O:18][CH2:19][CH3:20])=[O:17])[CH2:11]2)=[N:7][C:2]([NH:26][C:25]2[CH:27]=[C:28]([O:32][CH3:33])[C:29]([O:30][CH3:31])=[C:23]([O:22][CH3:21])[CH:24]=2)=[N:3][CH:4]=1, predict the reactants needed to synthesize it. The reactants are: Cl[C:2]1[N:7]=[C:6](Cl)[C:5]([CH3:9])=[CH:4][N:3]=1.[NH:10]1[CH2:15][CH2:14][CH2:13][CH:12]([C:16]([O:18][CH2:19][CH3:20])=[O:17])[CH2:11]1.[CH3:21][O:22][C:23]1[CH:24]=[C:25]([CH:27]=[C:28]([O:32][CH3:33])[C:29]=1[O:30][CH3:31])[NH2:26]. (4) Given the product [Br:1][C:2]1[CH:3]=[C:4]([C:11]([CH3:14])([CH3:13])[OH:12])[CH:5]=[C:6]([O:9][CH3:10])[C:7]=1[O:8][C:20]1[N:21]=[C:16]([Cl:15])[N:17]=[C:18]([CH3:23])[N:19]=1, predict the reactants needed to synthesize it. The reactants are: [Br:1][C:2]1[CH:3]=[C:4]([C:11]([CH3:14])([CH3:13])[OH:12])[CH:5]=[C:6]([O:9][CH3:10])[C:7]=1[OH:8].[Cl:15][C:16]1[N:21]=[C:20](Cl)[N:19]=[C:18]([CH3:23])[N:17]=1. (5) Given the product [CH:1]1([N:4]([CH2:18][C:19]2[O:20][CH:21]=[C:22]([C:24]([N:51]([CH2:52][C:53]3[CH:54]=[CH:55][C:56]([CH2:57][N:58]4[CH2:62][CH:61]([OH:63])[CH:60]([OH:64])[CH2:59]4)=[CH:65][CH:66]=3)[CH3:50])=[O:26])[N:23]=2)[S:5]([C:8]2[C:13]([CH3:14])=[CH:12][C:11]([O:15][CH3:16])=[CH:10][C:9]=2[CH3:17])(=[O:6])=[O:7])[CH2:3][CH2:2]1, predict the reactants needed to synthesize it. The reactants are: [CH:1]1([N:4]([CH2:18][C:19]2[O:20][CH:21]=[C:22]([C:24]([OH:26])=O)[N:23]=2)[S:5]([C:8]2[C:13]([CH3:14])=[CH:12][C:11]([O:15][CH3:16])=[CH:10][C:9]=2[CH3:17])(=[O:7])=[O:6])[CH2:3][CH2:2]1.CCN=C=NCCCN(C)C.C1C=CC2N(O)N=NC=2C=1.Cl.Cl.[CH3:50][NH:51][CH2:52][C:53]1[CH:66]=[CH:65][C:56]([CH2:57][N:58]2[CH2:62][CH:61]([OH:63])[CH:60]([OH:64])[CH2:59]2)=[CH:55][CH:54]=1. (6) Given the product [C:1]([C:3]1[CH:4]=[C:5]([C:13]([OH:15])=[O:14])[CH:6]=[N:7][C:8]=1[O:9][CH:10]([CH3:12])[CH3:11])#[N:2], predict the reactants needed to synthesize it. The reactants are: [C:1]([C:3]1[CH:4]=[C:5]([C:13]([O:15]C)=[O:14])[CH:6]=[N:7][C:8]=1[O:9][CH:10]([CH3:12])[CH3:11])#[N:2].[OH-].[Na+]. (7) Given the product [Cl:5][C:6]1[CH:7]=[C:8]([C:14]([C:16]2[CH:17]=[CH:18][CH:19]=[CH:20][CH:21]=2)=[O:15])[C:9]([OH:12])=[N:10][CH:11]=1, predict the reactants needed to synthesize it. The reactants are: B(Br)(Br)Br.[Cl:5][C:6]1[CH:7]=[C:8]([C:14]([C:16]2[CH:21]=[CH:20][CH:19]=[CH:18][CH:17]=2)=[O:15])[C:9]([O:12]C)=[N:10][CH:11]=1.O.